From a dataset of Reaction yield outcomes from USPTO patents with 853,638 reactions. Predict the reaction yield, written as a fraction of the theoretical maximum amount of product (1.0 means a 100% yield; for example, 0.34 means a 34% yield). (1) The yield is 0.440. The catalyst is Cl.O1CCOCC1. The product is [Cl:37][C:36]1[C:15]2[C:14]([N:11]3[CH2:10][CH2:9][NH:8][CH2:13][CH2:12]3)=[N:19][C:18]([C:20]3[CH:25]=[CH:24][N:23]=[C:22]([NH:26][C:27]4[CH:32]=[CH:31][CH:30]=[CH:29][CH:28]=4)[CH:21]=3)=[N:17][C:16]=2[CH:33]=[N:34][CH:35]=1. The reactants are C(OC([N:8]1[CH2:13][CH2:12][N:11]([C:14]2[C:15]3[C:36]([Cl:37])=[CH:35][N:34]=[CH:33][C:16]=3[N:17]=[C:18]([C:20]3[CH:25]=[CH:24][N:23]=[C:22]([NH:26][C:27]4[CH:32]=[CH:31][CH:30]=[CH:29][CH:28]=4)[CH:21]=3)[N:19]=2)[CH2:10][CH2:9]1)=O)(C)(C)C.CO. (2) The reactants are [O:1]([C:8]1[CH:9]=[C:10]([CH:14]=O)[CH:11]=[N:12][CH:13]=1)[C:2]1[CH:7]=[CH:6][CH:5]=[CH:4][CH:3]=1.[N+:16]([CH3:19])([O-:18])=[O:17].C([O-])(=O)C.[NH4+].[BH4-].[Na+].C(=O)([O-])O.[Na+]. The catalyst is CS(C)=O.O.C(O)(=O)C. The product is [N+:16]([CH2:19][CH2:14][C:10]1[CH:11]=[N:12][CH:13]=[C:8]([O:1][C:2]2[CH:7]=[CH:6][CH:5]=[CH:4][CH:3]=2)[CH:9]=1)([O-:18])=[O:17]. The yield is 0.280. (3) The catalyst is C(S)C.O. The yield is 0.440. The product is [CH2:41]([C:23]1[CH:24]=[C:25]([C:36]2[S:37][CH:38]=[CH:39][N:40]=2)[C:26]([OH:28])=[CH:27][C:22]=1[O:21][CH2:20][CH2:19][CH2:18][O:17][C:13]1[C:12]([CH2:43][CH2:44][CH3:45])=[C:11]([CH:16]=[CH:15][CH:14]=1)[O:10][C:5]1[CH:6]=[CH:7][CH:8]=[CH:9][C:4]=1[C:3]([OH:46])=[O:2])[CH3:42]. The reactants are C[O:2][C:3](=[O:46])[C:4]1[CH:9]=[CH:8][CH:7]=[CH:6][C:5]=1[O:10][C:11]1[CH:16]=[CH:15][CH:14]=[C:13]([O:17][CH2:18][CH2:19][CH2:20][O:21][C:22]2[CH:27]=[C:26]([O:28]CC3C=CC=CC=3)[C:25]([C:36]3[S:37][CH:38]=[CH:39][N:40]=3)=[CH:24][C:23]=2[CH2:41][CH3:42])[C:12]=1[CH2:43][CH2:44][CH3:45].B(F)(F)F.CCOCC. (4) The reactants are [N+:1]([O-:4])(O)=[O:2].S(=O)(=O)(O)O.[CH3:10][N:11]1[C:15]([C:16]([OH:18])=[O:17])=[CH:14][C:13]([CH3:19])=[N:12]1. No catalyst specified. The product is [CH3:10][N:11]1[C:15]([C:16]([OH:18])=[O:17])=[C:14]([N+:1]([O-:4])=[O:2])[C:13]([CH3:19])=[N:12]1. The yield is 0.961.